From a dataset of Forward reaction prediction with 1.9M reactions from USPTO patents (1976-2016). Predict the product of the given reaction. (1) Given the reactants NC1C=CC(OC2C=C3C(=CC=2)OC(C2C=CC=CC=2)CC3)=NC=1.[F:25][C:26]1[CH:31]=[CH:30][C:29]([CH:32]2[CH2:41][CH2:40][C:39]3[C:34](=[CH:35][CH:36]=[C:37]([O:42][C:43]4[CH:48]=[CH:47][C:46]([N+:49]([O-])=O)=[CH:45][N:44]=4)[CH:38]=3)[O:33]2)=[CH:28][CH:27]=1, predict the reaction product. The product is: [F:25][C:26]1[CH:31]=[CH:30][C:29]([CH:32]2[CH2:41][CH2:40][C:39]3[C:34](=[CH:35][CH:36]=[C:37]([O:42][C:43]4[N:44]=[CH:45][C:46]([NH2:49])=[CH:47][CH:48]=4)[CH:38]=3)[O:33]2)=[CH:28][CH:27]=1. (2) Given the reactants [C:1]([O:4][CH2:5][CH:6]([C:12]1[CH:17]=[CH:16][C:15]([NH2:18])=[C:14]([C:19]2[CH2:24][CH2:23][CH2:22][CH2:21][CH:20]=2)[CH:13]=1)[CH2:7][O:8][C:9](=[O:11])[CH3:10])(=[O:3])[CH3:2].[C:25]([C:27]1[N:28]=[C:29]([C:40](O)=[O:41])[N:30]([CH2:32][O:33][CH2:34][CH2:35][Si:36]([CH3:39])([CH3:38])[CH3:37])[CH:31]=1)#[N:26].[K], predict the reaction product. The product is: [C:9]([O:8][CH2:7][CH:6]([C:12]1[CH:17]=[CH:16][C:15]([NH:18][C:40]([C:29]2[N:30]([CH2:32][O:33][CH2:34][CH2:35][Si:36]([CH3:39])([CH3:38])[CH3:37])[CH:31]=[C:27]([C:25]#[N:26])[N:28]=2)=[O:41])=[C:14]([C:19]2[CH2:24][CH2:23][CH2:22][CH2:21][CH:20]=2)[CH:13]=1)[CH2:5][O:4][C:1](=[O:3])[CH3:2])(=[O:11])[CH3:10]. (3) Given the reactants NC1C=CC=CC=1[S:8][C:9]1[CH:28]=[CH:27][C:26]2C3=C4[C:25]5[C:16]([C:17](=[O:53])[N:18]([C:41]6[C:46]([CH:47]([CH3:49])[CH3:48])=[CH:45][CH:44]=[CH:43][C:42]=6[CH:50]([CH3:52])[CH3:51])[C:19](=[O:40])[C:20]=5C=C3OC3C=CC(C(C)(C)C)=CC=3)=[CH:15][C:14]([O:54][C:55]3[CH:60]=[CH:59][C:58]([C:61]([CH3:64])([CH3:63])[CH3:62])=[CH:57][CH:56]=3)=[C:13]4[C:12]3=[CH:65][CH:66]=[CH:67][C:10]=1[C:11]=23.N([O-])=O.[Na+].CC(O[CH2:76][C:77]1[C:90]2[C:85](=[CH:86][CH:87]=[CH:88][CH:89]=2)C(COC(C)=O)=C2[C:78]=1[CH:79]=CC=C2)=O, predict the reaction product. The product is: [C:61]([C:58]1[CH:57]=[CH:56][C:55]([O:54][C:78]2[C:77]3[C:90]4[CH:89]=[CH:88][C:87]5[S:8][C:9]6[C:10](=[CH:11][CH:26]=[CH:27][CH:28]=6)[C:67]6=[CH:66][CH:65]=[C:12]([C:13]7[C:76]=3[C:25]3[C:16](=[CH:15][C:14]=7[O:54][C:55]7[CH:60]=[CH:59][C:58]([C:61]([CH3:63])([CH3:64])[CH3:62])=[CH:57][CH:56]=7)[C:17](=[O:53])[N:18]([C:41]7[C:42]([CH:50]([CH3:51])[CH3:52])=[CH:43][CH:44]=[CH:45][C:46]=7[CH:47]([CH3:48])[CH3:49])[C:19](=[O:40])[C:20]=3[CH:79]=2)[C:85]=4[C:86]=56)=[CH:60][CH:59]=1)([CH3:64])([CH3:62])[CH3:63].